From a dataset of Catalyst prediction with 721,799 reactions and 888 catalyst types from USPTO. Predict which catalyst facilitates the given reaction. The catalyst class is: 6. Reactant: [CH3:1][O:2][N:3]1[CH2:8][CH2:7][C:6](=O)[CH2:5][CH2:4]1.[CH3:10][NH2:11].Cl.[CH3:13][NH2:14].[C-]#N.[K+]. Product: [CH3:1][O:2][N:3]1[CH2:8][CH2:7][C:6]([NH:14][CH3:13])([C:10]#[N:11])[CH2:5][CH2:4]1.